Dataset: Full USPTO retrosynthesis dataset with 1.9M reactions from patents (1976-2016). Task: Predict the reactants needed to synthesize the given product. (1) Given the product [CH2:22]([O:21][C:19]([C:11]1[N:10]=[CH:9][N:8]([CH:3]2[CH2:4][CH2:5][CH2:6][CH2:7][C:2]32[N:37]([C:38]([O:39][CH2:40][CH3:41])=[O:42])[CH2:1]3)[C:12]=1[C:13]1[CH:18]=[CH:17][CH:16]=[CH:15][CH:14]=1)=[O:20])[CH3:23], predict the reactants needed to synthesize it. The reactants are: [CH2:1]=[C:2]1[CH2:7][CH2:6][CH2:5][CH2:4][CH:3]1[N:8]1[C:12]([C:13]2[CH:18]=[CH:17][CH:16]=[CH:15][CH:14]=2)=[C:11]([C:19]([O:21][CH2:22][CH3:23])=[O:20])[N:10]=[CH:9]1.[N+](C1C=CC(S(O[NH:37][C:38](=[O:42])[O:39][CH2:40][CH3:41])(=O)=O)=CC=1)([O-])=O.[O-2].[Ca+2]. (2) The reactants are: [Br:1][C:2]1[CH:3]=[CH:4][C:5]2[C:9]([C:10](OCC)=O)=[C:8]([NH:15][C:16]3[CH:21]=[C:20]([F:22])[CH:19]=[CH:18][C:17]=3[NH2:23])[S:7][C:6]=2[CH:24]=1.[CH3:25][N:26]1[CH2:31][CH2:30][NH:29][CH2:28][CH2:27]1.C1(OC)C=CC=CC=1. Given the product [Br:1][C:2]1[CH:3]=[CH:4][C:5]2[C:9]3[C:10]([N:29]4[CH2:30][CH2:31][N:26]([CH3:25])[CH2:27][CH2:28]4)=[N:23][C:17]4[CH:18]=[CH:19][C:20]([F:22])=[CH:21][C:16]=4[NH:15][C:8]=3[S:7][C:6]=2[CH:24]=1, predict the reactants needed to synthesize it. (3) Given the product [Cl:1][C:2]1[C:3]2[N:4]([C:10]([C@H:12]3[C@H:19]4[C@H:15]([O:16][C:17]([CH3:21])([CH3:20])[O:18]4)[CH2:14][CH2:13]3)=[CH:9][N:8]=2)[CH:5]=[CH:6][N:7]=1, predict the reactants needed to synthesize it. The reactants are: [Cl:1][C:2]1[C:3]([NH:8][CH2:9][C:10]([C@H:12]2[C@H:19]3[C@H:15]([O:16][C:17]([CH3:21])([CH3:20])[O:18]3)[CH2:14][CH2:13]2)=O)=[N:4][CH:5]=[CH:6][N:7]=1.N1C=CC=CC=1.C(O)(C(F)(F)F)=O.C(OC(C(F)(F)F)=O)(C(F)(F)F)=O. (4) Given the product [CH:1]1([N:5]2[CH2:10][CH2:9][CH:8]([O:11][C:12]3[CH:17]=[CH:16][C:15]([N:18]4[CH:22]=[C:21]([C:23]([NH2:28])=[O:25])[CH:20]=[N:19]4)=[CH:14][CH:13]=3)[CH2:7][CH2:6]2)[CH2:4][CH2:3][CH2:2]1, predict the reactants needed to synthesize it. The reactants are: [CH:1]1([N:5]2[CH2:10][CH2:9][CH:8]([O:11][C:12]3[CH:17]=[CH:16][C:15]([N:18]4[CH:22]=[C:21]([C:23]([OH:25])=O)[CH:20]=[N:19]4)=[CH:14][CH:13]=3)[CH2:7][CH2:6]2)[CH2:4][CH2:3][CH2:2]1.O.O[N:28]1C2C=CC=CC=2N=N1.Cl.C(N=C=NCCCN(C)C)C.C(=O)(O)[O-].[Na+]. (5) Given the product [CH2:18]([O:17][C:15]([C@H:4]1[C@H:3]([NH:2][C:30]([O:32][CH2:33][C:34]2[CH:39]=[CH:38][CH:37]=[CH:36][CH:35]=2)=[O:31])[CH2:7][N:6]([C:8]([O:10][C:11]([CH3:14])([CH3:13])[CH3:12])=[O:9])[CH2:5]1)=[O:16])[CH3:19], predict the reactants needed to synthesize it. The reactants are: Cl.[NH2:2][C@@H:3]1[CH2:7][N:6]([C:8]([O:10][C:11]([CH3:14])([CH3:13])[CH3:12])=[O:9])[CH2:5][C@H:4]1[C:15]([O:17][CH2:18][CH3:19])=[O:16].CCN(C(C)C)C(C)C.Cl[C:30]([O:32][CH2:33][C:34]1[CH:39]=[CH:38][CH:37]=[CH:36][CH:35]=1)=[O:31]. (6) Given the product [Cl:17][C:18]1[CH:19]=[CH:20][C:21]([C@H:24]2[C@:26]3([C:34]4[C:29](=[CH:30][CH:31]=[CH:32][CH:33]=4)[N:28]([C:11]4[CH:10]=[C:9]([CH:14]=[CH:13][CH:12]=4)[C:8]([NH:5][S:2]([CH3:1])(=[O:4])=[O:3])=[O:16])[C:27]3=[O:35])[CH2:25]2)=[CH:22][CH:23]=1, predict the reactants needed to synthesize it. The reactants are: [CH3:1][S:2]([NH2:5])(=[O:4])=[O:3].CO[C:8](=[O:16])[C:9]1[CH:14]=[CH:13][CH:12]=[C:11](I)[CH:10]=1.[Cl:17][C:18]1[CH:23]=[CH:22][C:21]([C@H:24]2[C@:26]3([C:34]4[C:29](=[CH:30][CH:31]=[CH:32][CH:33]=4)[NH:28][C:27]3=[O:35])[CH2:25]2)=[CH:20][CH:19]=1.